Task: Regression. Given a peptide amino acid sequence and an MHC pseudo amino acid sequence, predict their binding affinity value. This is MHC class I binding data.. Dataset: Peptide-MHC class I binding affinity with 185,985 pairs from IEDB/IMGT The peptide sequence is PLIRHENRMVL. The MHC is HLA-A02:01 with pseudo-sequence HLA-A02:01. The binding affinity (normalized) is 0.0509.